Dataset: Full USPTO retrosynthesis dataset with 1.9M reactions from patents (1976-2016). Task: Predict the reactants needed to synthesize the given product. (1) Given the product [CH2:36]([O:35][C:33]([C:26]1([C:24]([O:23][CH2:21][CH3:22])=[O:25])[CH2:27][CH2:28][CH:29]([NH:16][CH2:15][C:14]2[CH:17]=[CH:18][C:11]([CH2:1][CH2:2][CH2:3][CH2:4][CH2:5][CH2:6][CH2:7][CH2:8][CH2:9][CH3:10])=[C:12]([F:20])[C:13]=2[F:19])[CH2:30][CH2:31]1)=[O:34])[CH3:37], predict the reactants needed to synthesize it. The reactants are: [CH2:1]([C:11]1[CH:18]=[CH:17][C:14]([CH2:15][NH2:16])=[C:13]([F:19])[C:12]=1[F:20])[CH2:2][CH2:3][CH2:4][CH2:5][CH2:6][CH2:7][CH2:8][CH2:9][CH3:10].[CH2:21]([O:23][C:24]([C:26]1([C:33]([O:35][CH2:36][CH3:37])=[O:34])[CH2:31][CH2:30][C:29](=O)[CH2:28][CH2:27]1)=[O:25])[CH3:22].C([BH3-])#N.[Na+]. (2) Given the product [Cl:21][C:17]1[C:16]([F:22])=[C:15]([CH2:14][S:13][C:4]2[N:3]=[C:2]([NH:10][C@H:11]([CH3:2])[CH2:6][OH:24])[C:11]3[N:10]=[CH:9][C:8](=[O:12])[NH:7][C:6]=3[N:5]=2)[CH:20]=[CH:19][CH:18]=1, predict the reactants needed to synthesize it. The reactants are: Br[C:2]1[C:11]2[N:10]=[CH:9][C:8](=[O:12])[NH:7][C:6]=2[N:5]=[C:4]([S:13][CH2:14][C:15]2[CH:20]=[CH:19][CH:18]=[C:17]([Cl:21])[C:16]=2[F:22])[N:3]=1.Cl.[OH2:24]. (3) Given the product [C:18]([C:19]1[CH:12]=[CH:11][CH:10]=[CH:9][CH:8]=1)(=[O:17])[C:1]1[CH:2]=[CH:3][CH:4]=[CH:5][CH:6]=1, predict the reactants needed to synthesize it. The reactants are: [C:1]1(C)[CH:6]=[CH:5][CH:4]=[CH:3][CH:2]=1.[CH:8](N)(N)[CH2:9][CH2:10][CH2:11][CH3:12].C([O:17][CH2:18][CH3:19])C. (4) Given the product [NH:5]([C:19]1[N:20]=[N:21][C:22]([C:25]2[S:26][CH:27]=[CH:28][CH:29]=2)=[CH:23][N:24]=1)[NH2:6], predict the reactants needed to synthesize it. The reactants are: CS(C1[N:5]=[N:6]C(C2C=CC=CC=2)=CN=1)=O.CS([C:19]1[N:20]=[N:21][C:22]([C:25]2[S:26][CH:27]=[CH:28][CH:29]=2)=[CH:23][N:24]=1)=O. (5) Given the product [Cl:1][C:2]1[CH:3]=[C:4]([N:9]2[CH:13]=[C:12]([CH2:14][N:15]3[CH:19]=[CH:18][N:17]=[C:16]3[CH2:20][OH:21])[N:11]=[CH:10]2)[CH:5]=[CH:6][C:7]=1[Cl:8], predict the reactants needed to synthesize it. The reactants are: [Cl:1][C:2]1[CH:3]=[C:4]([N:9]2[CH:13]=[C:12]([CH2:14][N:15]3[CH:19]=[CH:18][N:17]=[C:16]3[CH:20]=[O:21])[N:11]=[CH:10]2)[CH:5]=[CH:6][C:7]=1[Cl:8].[BH4-].[Na+]. (6) The reactants are: [CH3:1][C:2]([C@H:4]1[C@@H:8]2[C@@H:9]3[C@@:22]([CH3:25])([CH2:23][CH2:24][C@@:7]2([CH2:31][OH:32])[CH2:6][CH2:5]1)[C@@:21]1([CH3:26])[C@@H:12]([C@:13]2([CH3:30])[C@@H:18]([CH2:19][CH2:20]1)[C:17]([CH3:28])([CH3:27])[C@@H:16]([OH:29])[CH2:15][CH2:14]2)[CH2:11][CH2:10]3)=[CH2:3].[Cr](Cl)([O-])(=O)=O.[NH+]1C=CC=CC=1.ClCCl. Given the product [CH3:3][C:2]([C@H:4]1[C@@H:8]2[C@@H:9]3[C@@:22]([CH3:25])([CH2:23][CH2:24][C@@:7]2([CH:31]=[O:32])[CH2:6][CH2:5]1)[C@@:21]1([CH3:26])[C@@H:12]([C@:13]2([CH3:30])[C@@H:18]([CH2:19][CH2:20]1)[C:17]([CH3:28])([CH3:27])[C:16](=[O:29])[CH2:15][CH2:14]2)[CH2:11][CH2:10]3)=[CH2:1], predict the reactants needed to synthesize it. (7) Given the product [F:10][C:11]([F:26])([F:27])[C:12]1[CH:25]=[CH:24][C:15]([O:16][C:17]2[CH:22]=[CH:21][C:20]([O:1][CH:2]3[CH:7]4[CH2:8][CH2:9][N:4]([CH2:5][CH2:6]4)[CH2:3]3)=[CH:19][CH:18]=2)=[CH:14][CH:13]=1, predict the reactants needed to synthesize it. The reactants are: [OH:1][CH:2]1[CH:7]2[CH2:8][CH2:9][N:4]([CH2:5][CH2:6]2)[CH2:3]1.[F:10][C:11]([F:27])([F:26])[C:12]1[CH:25]=[CH:24][C:15]([O:16][C:17]2[CH:22]=[CH:21][C:20](O)=[CH:19][CH:18]=2)=[CH:14][CH:13]=1. (8) Given the product [CH3:37][O:38][C:39]1[CH:35]=[CH:36][CH:4]=[CH:3][C:2]=1[CH:22]([PH:14][C:9]1[CH:10]=[CH:11][CH:12]=[CH:13][CH:8]=1)[C:23]1[CH:28]=[CH:27][CH:26]=[C:25]([C:29]2[CH:34]=[CH:33][CH:32]=[CH:31][CH:30]=2)[N:24]=1, predict the reactants needed to synthesize it. The reactants are: [Li][CH2:2][CH2:3][CH2:4]C.CO[C:8]1[CH:13]=[CH:12][CH:11]=[CH:10][C:9]=1[PH:14]C1C=CC=CC=1.Br[CH2:22][C:23]1[CH:28]=[CH:27][CH:26]=[C:25]([C:29]2[CH:34]=[CH:33][CH:32]=[CH:31][CH:30]=2)[N:24]=1.[CH2:35]1[CH2:39][O:38][CH2:37][CH2:36]1. (9) Given the product [Cl:1][C:2]1[CH:7]=[CH:6][C:5]([C:8]2[CH:9]=[C:10]([C:20]([NH:44][N:41]3[CH2:42][CH2:43][CH:38]([CH2:37][CH2:36][OH:35])[CH2:39][CH2:40]3)=[O:22])[CH:11]=[N:12][C:13]=2[O:14][CH2:15][C:16]([F:19])([F:18])[F:17])=[CH:4][CH:3]=1, predict the reactants needed to synthesize it. The reactants are: [Cl:1][C:2]1[CH:7]=[CH:6][C:5]([C:8]2[CH:9]=[C:10]([C:20]([OH:22])=O)[CH:11]=[N:12][C:13]=2[O:14][CH2:15][C:16]([F:19])([F:18])[F:17])=[CH:4][CH:3]=1.FC(F)(F)C(O)=O.C([Si](C)(C)[O:35][CH2:36][CH2:37][CH:38]1[CH2:43][CH2:42][N:41]([NH2:44])[CH2:40][CH2:39]1)(C)(C)C.